Task: Predict the product of the given reaction.. Dataset: Forward reaction prediction with 1.9M reactions from USPTO patents (1976-2016) (1) Given the reactants Cl[C:2]1[CH:7]=[CH:6][C:5]([N+:8]([O-:10])=[O:9])=[CH:4][N:3]=1.[CH2:11]([O:13][C:14]([C:16]1[CH:17]=[C:18](B(O)O)[CH:19]=[CH:20][CH:21]=1)=[O:15])[CH3:12].C([O-])([O-])=O.[Na+].[Na+].C(P(C(C)(C)C)C1C=CC=CC=1C1C(C(C)C)=CC(C(C)C)=CC=1C(C)C)(C)(C)C, predict the reaction product. The product is: [N+:8]([C:5]1[CH:6]=[CH:7][C:2]([C:20]2[CH:21]=[C:16]([CH:17]=[CH:18][CH:19]=2)[C:14]([O:13][CH2:11][CH3:12])=[O:15])=[N:3][CH:4]=1)([O-:10])=[O:9]. (2) Given the reactants N#N.C([O:5][C:6]([C:8]1[N:9]=[C:10]([CH2:13][N:14]2[CH:18]=[C:17]([Br:19])[CH:16]=[N:15]2)[O:11][CH:12]=1)=[O:7])C.[OH-].[Na+], predict the reaction product. The product is: [Br:19][C:17]1[CH:16]=[N:15][N:14]([CH2:13][C:10]2[O:11][CH:12]=[C:8]([C:6]([OH:7])=[O:5])[N:9]=2)[CH:18]=1. (3) The product is: [N:1]12[CH2:6][CH2:5][CH:4]([CH2:7][CH2:8]1)[C@@H:3]([O:9][C:10](=[O:38])[NH:11][C:12]1[CH:17]=[C:16]([CH2:18][CH2:19][CH2:20][CH2:21][O:22][C:23]3[CH:24]=[CH:25][C:26]([CH2:29][CH2:30][NH:31][CH2:59][C@@H:58]([C:50]4[CH:49]=[CH:48][C:47]([O:46][CH2:39][C:40]5[CH:45]=[CH:44][CH:43]=[CH:42][CH:41]=5)=[C:56]5[C:51]=4[CH:52]=[CH:53][C:54](=[O:57])[NH:55]5)[O:61][Si:62]([C:65]([CH3:68])([CH3:67])[CH3:66])([CH3:64])[CH3:63])=[CH:27][CH:28]=3)[CH:15]=[CH:14][C:13]=1[C:32]1[CH:37]=[CH:36][CH:35]=[CH:34][CH:33]=1)[CH2:2]2. Given the reactants [N:1]12[CH2:8][CH2:7][CH:4]([CH2:5][CH2:6]1)[C@@H:3]([O:9][C:10](=[O:38])[NH:11][C:12]1[CH:17]=[C:16]([CH2:18][CH2:19][CH2:20][CH2:21][O:22][C:23]3[CH:28]=[CH:27][C:26]([CH2:29][CH2:30][NH2:31])=[CH:25][CH:24]=3)[CH:15]=[CH:14][C:13]=1[C:32]1[CH:37]=[CH:36][CH:35]=[CH:34][CH:33]=1)[CH2:2]2.[CH2:39]([O:46][C:47]1[CH:48]=[CH:49][C:50]([C@@H:58]([O:61][Si:62]([C:65]([CH3:68])([CH3:67])[CH3:66])([CH3:64])[CH3:63])[CH2:59]Br)=[C:51]2[C:56]=1[NH:55][C:54](=[O:57])[CH:53]=[CH:52]2)[C:40]1[CH:45]=[CH:44][CH:43]=[CH:42][CH:41]=1.C(=O)(O)[O-].[Na+].[I].[Na], predict the reaction product. (4) The product is: [Br:31][C:28]1[CH:29]=[CH:30][C:23]([NH:22][C:16](=[O:17])[C:15]2[CH:19]=[CH:20][C:12]([S:9]([N:8]([C:5]3[CH:6]=[CH:7][C:2]([Cl:1])=[CH:3][CH:4]=3)[CH3:21])(=[O:11])=[O:10])=[CH:13][CH:14]=2)=[C:24]([C:25]#[N:26])[CH:27]=1. Given the reactants [Cl:1][C:2]1[CH:7]=[CH:6][C:5]([N:8]([CH3:21])[S:9]([C:12]2[CH:20]=[CH:19][C:15]([C:16](Cl)=[O:17])=[CH:14][CH:13]=2)(=[O:11])=[O:10])=[CH:4][CH:3]=1.[NH2:22][C:23]1[CH:30]=[CH:29][C:28]([Br:31])=[CH:27][C:24]=1[C:25]#[N:26], predict the reaction product. (5) Given the reactants [CH3:1][O:2][C:3]1[CH:23]=[C:22]([O:24][CH3:25])[CH:21]=[CH:20][C:4]=1[CH2:5][N:6]1[C:12](=[O:13])[C:11]2[CH:14]=[C:15]([CH3:18])[CH:16]=[CH:17][C:10]=2[NH:9][C:8](=O)[CH2:7]1.CN(C)C1C=CC(C)=CC=1.P(Cl)(Cl)([Cl:38])=O, predict the reaction product. The product is: [Cl:38][C:8]1[CH2:7][N:6]([CH2:5][C:4]2[CH:20]=[CH:21][C:22]([O:24][CH3:25])=[CH:23][C:3]=2[O:2][CH3:1])[C:12](=[O:13])[C:11]2[CH:14]=[C:15]([CH3:18])[CH:16]=[CH:17][C:10]=2[N:9]=1. (6) Given the reactants [Br:1][C:2]1[CH:3]=[C:4]([CH2:14][N:15]2[C:19]([CH3:20])=[CH:18][C:17]([C:21]([NH:23][C:24]3[CH:29]=[CH:28][C:27]([CH2:30][OH:31])=[CH:26][CH:25]=3)=[O:22])=[N:16]2)[C:5]2[O:9][C:8]([CH:10]([CH3:12])[CH3:11])=[CH:7][C:6]=2[CH:13]=1.CC(OI1(OC(C)=O)(OC(C)=O)OC(=O)C2C=CC=CC1=2)=O, predict the reaction product. The product is: [Br:1][C:2]1[CH:3]=[C:4]([CH2:14][N:15]2[C:19]([CH3:20])=[CH:18][C:17]([C:21]([NH:23][C:24]3[CH:29]=[CH:28][C:27]([CH:30]=[O:31])=[CH:26][CH:25]=3)=[O:22])=[N:16]2)[C:5]2[O:9][C:8]([CH:10]([CH3:11])[CH3:12])=[CH:7][C:6]=2[CH:13]=1. (7) Given the reactants [C:9](O[C:9]([O:11][C:12]([CH3:15])([CH3:14])[CH3:13])=[O:10])([O:11][C:12]([CH3:15])([CH3:14])[CH3:13])=[O:10].[OH-].[Na+].[Br:18][C:19]1[CH:20]=[C:21]([CH:23]=[CH:24][CH:25]=1)[NH2:22], predict the reaction product. The product is: [Br:18][C:19]1[CH:20]=[C:21]([NH:22][C:9](=[O:10])[O:11][C:12]([CH3:13])([CH3:14])[CH3:15])[CH:23]=[CH:24][CH:25]=1.